From a dataset of Full USPTO retrosynthesis dataset with 1.9M reactions from patents (1976-2016). Predict the reactants needed to synthesize the given product. (1) Given the product [CH2:23]([C@@H:20]1[CH2:21][CH2:22][C@H:17]([O:16][C:7]2[C:8]([C:12]([F:15])([F:14])[F:13])=[C:9]3[C:4](=[CH:5][CH:6]=2)[N:3]=[C:2]([NH:25][CH:26]2[CH:31]4[CH2:32][CH2:33][CH2:34][CH:27]2[CH2:28][CH:29]([C:35]([O:37][CH3:38])=[O:36])[CH2:30]4)[CH:11]=[CH:10]3)[CH2:18][CH2:19]1)[CH3:24], predict the reactants needed to synthesize it. The reactants are: Cl[C:2]1[CH:11]=[CH:10][C:9]2[C:4](=[CH:5][CH:6]=[C:7]([O:16][C@H:17]3[CH2:22][CH2:21][C@@H:20]([CH2:23][CH3:24])[CH2:19][CH2:18]3)[C:8]=2[C:12]([F:15])([F:14])[F:13])[N:3]=1.[NH2:25][CH:26]1[CH:31]2[CH2:32][CH2:33][CH2:34][CH:27]1[CH2:28][CH:29]([C:35]([O:37][CH3:38])=[O:36])[CH2:30]2.C([O-])([O-])=O.[Cs+].[Cs+].COC1C=CC=C(OC)C=1C1C=CC=CC=1P(C1CCCCC1)C1CCCCC1. (2) Given the product [CH2:1]([C@:3]12[C:16]3[C:11](=[CH:12][C:13]([OH:17])=[CH:14][CH:15]=3)[C:10](=[O:28])[CH2:9][C@@H:8]1[CH2:7][C@@:6]([OH:18])([C:19]1[CH:24]=[CH:23][CH:22]=[CH:21][N:20]=1)[C@@:5]([OH:25])([CH3:26])[CH2:4]2)[CH3:2], predict the reactants needed to synthesize it. The reactants are: [CH2:1]([C@:3]12[C:16]3[C:11](=[CH:12][C:13]([OH:17])=[CH:14][CH:15]=3)[CH2:10][CH2:9][C@@H:8]1[CH2:7][C@:6]([C:19]1[CH:24]=[CH:23][CH:22]=[CH:21][N:20]=1)([OH:18])[C@:5]([CH3:26])([OH:25])[CH2:4]2)[CH3:2].[N+](C1C=CC(C(Cl)=O)=CC=1)([O-])=[O:28].[OH-].[Na+].C(=O)(O)[O-].[Na+].Cl. (3) Given the product [ClH:33].[NH2:8][C@H:9]([CH2:23][C:24]1[CH:29]=[C:28]([F:30])[C:27]([F:31])=[CH:26][C:25]=1[F:32])[CH2:10][C:11]([N:13]1[CH2:19][C@@H:18]([CH3:20])[CH2:17][NH:16][C:15](=[O:21])[C@H:14]1[CH3:22])=[O:12], predict the reactants needed to synthesize it. The reactants are: C(OC([NH:8][C@H:9]([CH2:23][C:24]1[CH:29]=[C:28]([F:30])[C:27]([F:31])=[CH:26][C:25]=1[F:32])[CH2:10][C:11]([N:13]1[CH2:19][C@@H:18]([CH3:20])[CH2:17][NH:16][C:15](=[O:21])[C@H:14]1[CH3:22])=[O:12])=O)(C)(C)C.[ClH:33]. (4) Given the product [O:28]=[C:27]([N:13]1[CH2:12][C:11]2[NH:10][C:9]3[CH:8]=[CH:7][CH:6]=[C:5]4[C:14](=[O:17])[NH:15][N:16]=[C:2]([C:3]=2[C:4]=34)[CH2:1]1)[C@@H:26]([NH:25][C:23](=[O:24])[O:22][C:18]([CH3:20])([CH3:19])[CH3:21])[CH2:30][C:31]1[CH:36]=[CH:35][CH:34]=[CH:33][CH:32]=1, predict the reactants needed to synthesize it. The reactants are: [CH2:1]1[NH:13][CH2:12][C:11]2[NH:10][C:9]3[CH:8]=[CH:7][CH:6]=[C:5]4[C:14](=[O:17])[NH:15][N:16]=[C:2]1[C:3]=2[C:4]=34.[C:18]([O:22][C:23]([NH:25][C@@H:26]([CH2:30][C:31]1[CH:36]=[CH:35][CH:34]=[CH:33][CH:32]=1)[C:27](O)=[O:28])=[O:24])([CH3:21])([CH3:20])[CH3:19].NC(C)(C)C(N1CC2NC3C=CC=C4C(=O)NN=C(C=2C=34)C1)=O.